Dataset: NCI-60 drug combinations with 297,098 pairs across 59 cell lines. Task: Regression. Given two drug SMILES strings and cell line genomic features, predict the synergy score measuring deviation from expected non-interaction effect. (1) Drug 1: CNC(=O)C1=CC=CC=C1SC2=CC3=C(C=C2)C(=NN3)C=CC4=CC=CC=N4. Drug 2: C1=CC=C(C=C1)NC(=O)CCCCCCC(=O)NO. Cell line: PC-3. Synergy scores: CSS=5.32, Synergy_ZIP=-3.49, Synergy_Bliss=-3.18, Synergy_Loewe=-9.22, Synergy_HSA=-5.33. (2) Drug 1: CC1OCC2C(O1)C(C(C(O2)OC3C4COC(=O)C4C(C5=CC6=C(C=C35)OCO6)C7=CC(=C(C(=C7)OC)O)OC)O)O. Drug 2: CC1=CC2C(CCC3(C2CCC3(C(=O)C)OC(=O)C)C)C4(C1=CC(=O)CC4)C. Cell line: BT-549. Synergy scores: CSS=36.9, Synergy_ZIP=9.13, Synergy_Bliss=10.8, Synergy_Loewe=-10.4, Synergy_HSA=9.01. (3) Drug 1: COC1=C(C=C2C(=C1)N=CN=C2NC3=CC(=C(C=C3)F)Cl)OCCCN4CCOCC4. Drug 2: CC1=CC2C(CCC3(C2CCC3(C(=O)C)OC(=O)C)C)C4(C1=CC(=O)CC4)C. Cell line: HOP-92. Synergy scores: CSS=14.8, Synergy_ZIP=-3.68, Synergy_Bliss=-5.02, Synergy_Loewe=-25.0, Synergy_HSA=-12.5.